This data is from Forward reaction prediction with 1.9M reactions from USPTO patents (1976-2016). The task is: Predict the product of the given reaction. (1) Given the reactants [NH2:1][C:2]1[S:3][C:4]([CH2:18][C:19]2[CH:24]=[CH:23][CH:22]=[CH:21][CH:20]=2)=[C:5]([C:12]2[CH:17]=[CH:16][CH:15]=[CH:14][CH:13]=2)[C:6]=1C(OCC)=O.[OH-].[K+], predict the reaction product. The product is: [CH2:18]([C:4]1[S:3][C:2]([NH2:1])=[CH:6][C:5]=1[C:12]1[CH:17]=[CH:16][CH:15]=[CH:14][CH:13]=1)[C:19]1[CH:20]=[CH:21][CH:22]=[CH:23][CH:24]=1. (2) Given the reactants Br[C:2]1[CH:3]=[C:4]2[C:9](=[CH:10][CH:11]=1)[N:8]=[C:7]([NH:12][C:13]([CH3:24])([CH3:23])[CH2:14][NH:15][C:16](=[O:22])[O:17][C:18]([CH3:21])([CH3:20])[CH3:19])[N:6]=[CH:5]2.B1(B2OC(C)(C)C(C)(C)O2)OC(C)(C)C(C)(C)O1.C([O-])(=O)C.[K+].Cl[C:49]1[C:54]([CH3:55])=[CH:53][N:52]=[C:51]([C:56]([NH:58][CH:59]2[CH2:61][CH2:60]2)=[O:57])[CH:50]=1.C(=O)([O-])[O-].[K+].[K+], predict the reaction product. The product is: [CH:59]1([NH:58][C:56]([C:51]2[CH:50]=[C:49]([C:2]3[CH:3]=[C:4]4[C:9](=[CH:10][CH:11]=3)[N:8]=[C:7]([NH:12][C:13]([CH3:24])([CH3:23])[CH2:14][NH:15][C:16](=[O:22])[O:17][C:18]([CH3:19])([CH3:20])[CH3:21])[N:6]=[CH:5]4)[C:54]([CH3:55])=[CH:53][N:52]=2)=[O:57])[CH2:60][CH2:61]1.